This data is from Catalyst prediction with 721,799 reactions and 888 catalyst types from USPTO. The task is: Predict which catalyst facilitates the given reaction. (1) Reactant: Cl.[O:2]([NH2:4])[CH3:3].[CH3:5][N:6]1[C:15]2[C:10](=[CH:11][CH:12]=[CH:13][CH:14]=2)[C:9](=O)[CH2:8][CH2:7]1. Product: [CH3:3][O:2][N:4]=[C:9]1[C:10]2[C:15](=[CH:14][CH:13]=[CH:12][CH:11]=2)[N:6]([CH3:5])[CH2:7][CH2:8]1. The catalyst class is: 17. (2) Reactant: [CH3:1][N:2]([CH3:20])[C:3](=[O:19])[C:4]1[CH:9]=[C:8]([N+:10]([O-])=O)[CH:7]=[C:6]([N:13]2[CH2:18][CH2:17][O:16][CH2:15][CH2:14]2)[CH:5]=1.C(O)C.[H][H]. Product: [NH2:10][C:8]1[CH:9]=[C:4]([CH:5]=[C:6]([N:13]2[CH2:14][CH2:15][O:16][CH2:17][CH2:18]2)[CH:7]=1)[C:3]([N:2]([CH3:20])[CH3:1])=[O:19]. The catalyst class is: 78. (3) Reactant: [CH3:1][O:2][C:3]1[CH:8]=[CH:7][C:6]([C:9]2[C:17]([C:18](=[O:20])[CH3:19])=[C:16]3[N:11]([N:12]=[CH:13][CH:14]=[CH:15]3)[N:10]=2)=[CH:5][CH:4]=1.C(O[CH:26](OC(C)(C)C)[N:27]([CH3:29])[CH3:28])(C)(C)C. Product: [CH3:26][N:27]([CH3:29])/[CH:28]=[CH:19]/[C:18]([C:17]1[C:9]([C:6]2[CH:7]=[CH:8][C:3]([O:2][CH3:1])=[CH:4][CH:5]=2)=[N:10][N:11]2[C:16]=1[CH:15]=[CH:14][CH:13]=[N:12]2)=[O:20]. The catalyst class is: 9. (4) Reactant: [NH2:1][C:2]1[CH:3]=[C:4]2[C:9](=[CH:10][CH:11]=1)[N:8]=[CH:7][N:6]=[C:5]2[NH:12][C:13]1[CH:18]=[CH:17][CH:16]=[C:15]([Br:19])[CH:14]=1.[C:20](O)(=[O:24])[CH2:21][C:22]#[CH:23].Cl.CN(C)CCCN=C=NCC. Product: [Br:19][C:15]1[CH:14]=[C:13]([NH:12][C:5]2[C:4]3[C:9](=[CH:10][CH:11]=[C:2]([NH:1][C:20](=[O:24])[CH:21]=[C:22]=[CH2:23])[CH:3]=3)[N:8]=[CH:7][N:6]=2)[CH:18]=[CH:17][CH:16]=1. The catalyst class is: 3. (5) Reactant: [Br:1][C:2]1[C:3]([CH:17]([CH3:19])[CH3:18])=[N:4][C:5]([N:10]2[CH2:15][CH2:14][NH:13][C@H:12]([CH3:16])[CH2:11]2)=[C:6]([CH:9]=1)[C:7]#[N:8].C(N(CC)CC)C.Cl[CH2:28][C:29]1[CH:34]=[CH:33][C:32]([O:35][CH3:36])=[CH:31][CH:30]=1. Product: [Br:1][C:2]1[C:3]([CH:17]([CH3:19])[CH3:18])=[N:4][C:5]([N:10]2[CH2:15][CH2:14][N:13]([CH2:28][C:29]3[CH:34]=[CH:33][C:32]([O:35][CH3:36])=[CH:31][CH:30]=3)[C@H:12]([CH3:16])[CH2:11]2)=[C:6]([CH:9]=1)[C:7]#[N:8]. The catalyst class is: 1. (6) Reactant: C[CH2:2][N:3](C(C)C)C(C)C.C([C:12]1[CH:13]=[C:14]([N:18]2[CH:22]=[C:21]([C:23]([OH:25])=O)[N:20]=[N:19]2)[CH:15]=[CH:16][CH:17]=1)#N.NC1C=C(C=CC=1)C#N.C1C=CC2N(O)N=NC=2C=1.CCN=C=NCCCN(C)C.Cl.[NH2:57][CH2:58][C:59]([N:61]1[CH2:66][CH2:65][CH:64]([O:67][C:68]2[CH:73]=[CH:72][CH:71]=[C:70]([C:74]([F:77])([F:76])[F:75])[CH:69]=2)[CH2:63][CH2:62]1)=[O:60]. The catalyst class is: 18. Product: [O:60]=[C:59]([N:61]1[CH2:62][CH2:63][CH:64]([O:67][C:68]2[CH:73]=[CH:72][CH:71]=[C:70]([C:74]([F:77])([F:75])[F:76])[CH:69]=2)[CH2:65][CH2:66]1)[CH2:58][NH:57][C:23]([C:21]1[N:20]=[N:19][N:18]([C:14]2[CH:13]=[CH:12][CH:17]=[CH:16][C:15]=2[C:2]#[N:3])[CH:22]=1)=[O:25]. (7) Reactant: [F:1][C:2]1[CH:3]=[C:4]([S:15](Cl)(=[O:17])=[O:16])[CH:5]=[CH:6][C:7]=1[NH:8][C:9](=[O:14])[C:10]([F:13])([F:12])[F:11].[NH2:19][C:20]1[S:21][CH:22]=[CH:23][N:24]=1. Product: [F:11][C:10]([F:13])([F:12])[C:9]([NH:8][C:7]1[CH:6]=[CH:5][C:4]([S:15](=[O:17])(=[O:16])[NH:19][C:20]2[S:21][CH:22]=[CH:23][N:24]=2)=[CH:3][C:2]=1[F:1])=[O:14]. The catalyst class is: 17. (8) Reactant: [C:1]([O:5][C:6]([N:8]1[CH2:11][CH:10]([N:12]([CH3:18])[C@@H:13]([CH3:17])[C:14](O)=[O:15])[CH2:9]1)=[O:7])([CH3:4])([CH3:3])[CH3:2].B.C1COCC1. Product: [OH:15][CH2:14][C@@H:13]([N:12]([CH3:18])[CH:10]1[CH2:11][N:8]([C:6]([O:5][C:1]([CH3:4])([CH3:3])[CH3:2])=[O:7])[CH2:9]1)[CH3:17]. The catalyst class is: 1. (9) Reactant: [CH2:1]1[C:13]2[C:4](=[N:5][C:6]3[CH:7]=[CH:8][CH:9]=[CH:10][C:11]=3[CH:12]=2)[CH2:3][CH2:2]1.[H][H]. Product: [CH2:1]1[C@@H:13]2[C@H:4]([NH:5][C:6]3[CH:7]=[CH:8][CH:9]=[CH:10][C:11]=3[CH2:12]2)[CH2:3][CH2:2]1. The catalyst class is: 458.